From a dataset of NCI-60 drug combinations with 297,098 pairs across 59 cell lines. Regression. Given two drug SMILES strings and cell line genomic features, predict the synergy score measuring deviation from expected non-interaction effect. Drug 1: C1=C(C(=O)NC(=O)N1)F. Drug 2: C(CC(=O)O)C(=O)CN.Cl. Cell line: NCI-H522. Synergy scores: CSS=10.2, Synergy_ZIP=-10.8, Synergy_Bliss=-11.5, Synergy_Loewe=-24.4, Synergy_HSA=-11.3.